From a dataset of Catalyst prediction with 721,799 reactions and 888 catalyst types from USPTO. Predict which catalyst facilitates the given reaction. (1) Reactant: [ClH:1].[CH3:2][O:3][C:4]1[CH:9]=[CH:8][C:7]([NH:10][NH2:11])=[CH:6][CH:5]=1.C1(C)C=CC=CC=1.[Br:19][C:20]1[CH:27]=[CH:26][C:23]([CH2:24]Br)=[CH:22][CH:21]=1.CCN(CC)CC. Product: [ClH:1].[Br:19][C:20]1[CH:27]=[CH:26][C:23]([CH2:24][N:10]([C:7]2[CH:8]=[CH:9][C:4]([O:3][CH3:2])=[CH:5][CH:6]=2)[NH2:11])=[CH:22][CH:21]=1. The catalyst class is: 13. (2) Reactant: Cl.[CH2:2]([N:5]1[C@@H:10]([CH3:11])[CH2:9][N:8]([C@@H:12]([C:25]2[CH:30]=[CH:29][CH:28]=[C:27]([O:31][Si](C(C)(C)C)(C)C)[CH:26]=2)[C:13]2[CH:18]=[CH:17][C:16]([S:19]([N:22]([CH3:24])[CH3:23])(=[O:21])=[O:20])=[CH:15][CH:14]=2)[C@H:7]([CH3:39])[CH2:6]1)[CH:3]=[CH2:4].O. Product: [CH2:2]([N:5]1[C@@H:10]([CH3:11])[CH2:9][N:8]([C@@H:12]([C:25]2[CH:30]=[CH:29][CH:28]=[C:27]([OH:31])[CH:26]=2)[C:13]2[CH:14]=[CH:15][C:16]([S:19]([N:22]([CH3:24])[CH3:23])(=[O:20])=[O:21])=[CH:17][CH:18]=2)[C@H:7]([CH3:39])[CH2:6]1)[CH:3]=[CH2:4]. The catalyst class is: 1.